From a dataset of Full USPTO retrosynthesis dataset with 1.9M reactions from patents (1976-2016). Predict the reactants needed to synthesize the given product. (1) Given the product [CH3:1][O:2][C:3]1[CH:8]=[C:7]([CH3:9])[C:6]([S:10]([N:13]([CH2:15][C:16]2[O:20][CH:19]=[C:18]([C:21]([NH:60][CH2:59][CH2:58][C:55]3[CH:56]=[CH:57][C:52]([CH2:51][N:46]4[CH2:50][CH2:49][CH2:48][CH2:47]4)=[CH:53][CH:54]=3)=[O:23])[CH:17]=2)[CH3:14])(=[O:11])=[O:12])=[C:5]([CH3:24])[CH:4]=1, predict the reactants needed to synthesize it. The reactants are: [CH3:1][O:2][C:3]1[CH:8]=[C:7]([CH3:9])[C:6]([S:10]([N:13]([CH2:15][C:16]2[O:20][CH:19]=[C:18]([C:21]([OH:23])=O)[CH:17]=2)[CH3:14])(=[O:12])=[O:11])=[C:5]([CH3:24])[CH:4]=1.CCN=C=NCCCN(C)C.C1C=CC2N(O)N=NC=2C=1.[N:46]1([CH2:51][C:52]2[CH:57]=[CH:56][C:55]([CH2:58][CH2:59][NH2:60])=[CH:54][CH:53]=2)[CH2:50][CH2:49][CH2:48][CH2:47]1. (2) Given the product [CH:1]1([C:4]2[C:5]([O:13][C@@H:14]([CH3:19])[C:15]([F:18])([F:17])[F:16])=[CH:6][C:7]([C:10]([NH:31][CH:26]([C:27]([CH3:30])([CH3:29])[CH3:28])[C:25]([O:24][C:20]([CH3:22])([CH3:21])[CH3:23])=[O:32])=[O:12])=[N:8][CH:9]=2)[CH2:2][CH2:3]1, predict the reactants needed to synthesize it. The reactants are: [CH:1]1([C:4]2[C:5]([O:13][C@@H:14]([CH3:19])[C:15]([F:18])([F:17])[F:16])=[CH:6][C:7]([C:10]([OH:12])=O)=[N:8][CH:9]=2)[CH2:3][CH2:2]1.[C:20]([O:24][C:25](=[O:32])[CH:26]([NH2:31])[C:27]([CH3:30])([CH3:29])[CH3:28])([CH3:23])([CH3:22])[CH3:21]. (3) Given the product [CH3:1][O:2][C:3]1[C:8]([O:9][CH3:10])=[CH:7][CH:6]=[CH:5][C:4]=1[C@@H:11]1[C:17]2[CH:18]=[C:19]([C:22]([F:23])([F:24])[F:25])[CH:20]=[CH:21][C:16]=2[N:15]2[C:26]([C:29]([F:32])([F:31])[F:30])=[N:27][N:28]=[C:14]2[C@@H:13]([CH2:33][C:34]([N:49]2[CH2:54][CH2:53][CH:52]([CH2:55][C:56]([O:58][C:59]([CH3:62])([CH3:61])[CH3:60])=[O:57])[CH2:51][CH2:50]2)=[O:35])[O:12]1, predict the reactants needed to synthesize it. The reactants are: [CH3:1][O:2][C:3]1[C:8]([O:9][CH3:10])=[CH:7][CH:6]=[CH:5][C:4]=1[CH:11]1[C:17]2[CH:18]=[C:19]([C:22]([F:25])([F:24])[F:23])[CH:20]=[CH:21][C:16]=2[N:15]2[C:26]([C:29]([F:32])([F:31])[F:30])=[N:27][N:28]=[C:14]2[CH:13]([CH2:33][C:34](O)=[O:35])[O:12]1.Cl.C(N=C=NCCCN(C)C)C.[NH:49]1[CH2:54][CH2:53][CH:52]([CH2:55][C:56]([O:58][C:59]([CH3:62])([CH3:61])[CH3:60])=[O:57])[CH2:51][CH2:50]1.O.ON1C2C=CC=CC=2N=N1.